From a dataset of Reaction yield outcomes from USPTO patents with 853,638 reactions. Predict the reaction yield, written as a fraction of the theoretical maximum amount of product (1.0 means a 100% yield; for example, 0.34 means a 34% yield). The reactants are [CH3:1][CH:2]([N:4]1[C:12](/[CH:13]=[CH:14]/[C@H:15]([OH:24])[CH2:16][C@H:17]([OH:23])[CH2:18][C:19]([O:21]C)=[O:20])=[C:11]([C:25]2[CH:30]=[CH:29][C:28]([F:31])=[CH:27][CH:26]=2)[C:10]2[C:5]1=[CH:6][CH:7]=[CH:8][CH:9]=2)[CH3:3].CC(C)=O.[OH-].[Na+:37]. The catalyst is CCO. The product is [CH3:3][CH:2]([N:4]1[C:12](/[CH:13]=[CH:14]/[CH:15]([OH:24])[CH2:16][CH:17]([OH:23])[CH2:18][C:19]([O-:21])=[O:20])=[C:11]([C:25]2[CH:26]=[CH:27][C:28]([F:31])=[CH:29][CH:30]=2)[C:10]2[CH:9]=[CH:8][CH:7]=[CH:6][C:5]1=2)[CH3:1].[Na+:37]. The yield is 0.808.